Task: Predict which catalyst facilitates the given reaction.. Dataset: Catalyst prediction with 721,799 reactions and 888 catalyst types from USPTO (1) Reactant: Br[C:2]1[C:11]2[C:6](=[CH:7][CH:8]=[C:9]([O:12][CH3:13])[N:10]=2)[N:5]=[CH:4][C:3]=1[C:14]#[N:15].[CH3:16]B(O)O.C(=O)([O-])[O-].[K+].[K+]. Product: [CH3:13][O:12][C:9]1[N:10]=[C:11]2[C:6](=[CH:7][CH:8]=1)[N:5]=[CH:4][C:3]([C:14]#[N:15])=[C:2]2[CH3:16]. The catalyst class is: 203. (2) Reactant: C([O:3][C:4]([C:6]1[CH:15]=[C:14]([OH:16])[C:9]2[O:10][CH2:11][CH2:12][O:13][C:8]=2[CH:7]=1)=[O:5])C.Cl. Product: [CH3:11][O:10][CH2:9][CH2:8][CH2:7][O:16][C:14]1[C:9]2[O:10][CH2:11][CH2:12][O:13][C:8]=2[CH:7]=[C:6]([C:4]([OH:3])=[O:5])[CH:15]=1. The catalyst class is: 758. (3) Reactant: [CH3:1][N:2]1[CH2:7][CH2:6][CH:5]([NH:8][C:9]2[CH:14]=[CH:13][CH:12]=[C:11]([N+:15]([O-])=O)[CH:10]=2)[CH2:4][CH2:3]1. Product: [CH3:1][N:2]1[CH2:3][CH2:4][CH:5]([NH:8][C:9]2[CH:14]=[CH:13][CH:12]=[C:11]([NH2:15])[CH:10]=2)[CH2:6][CH2:7]1. The catalyst class is: 43. (4) Reactant: Cl[CH2:2][CH2:3][CH2:4][CH2:5][N:6]1[C:10]2[CH:11]=[CH:12][CH:13]=[CH:14][C:9]=2[N:8]=[CH:7]1.[N:15]1[C:24]2[C:19](=[CH:20][CH:21]=[CH:22][CH:23]=2)[N:18]=[CH:17][C:16]=1[N:25]1[CH2:30][CH2:29][NH:28][CH2:27][CH2:26]1.C(N(C(C)C)CC)(C)C.[I-].[K+]. Product: [N:15]1[C:24]2[C:19](=[CH:20][CH:21]=[CH:22][CH:23]=2)[N:18]=[CH:17][C:16]=1[N:25]1[CH2:26][CH2:27][N:28]([CH2:2][CH2:3][CH2:4][CH2:5][N:6]2[C:10]3[CH:11]=[CH:12][CH:13]=[CH:14][C:9]=3[N:8]=[CH:7]2)[CH2:29][CH2:30]1. The catalyst class is: 10.